Dataset: Full USPTO retrosynthesis dataset with 1.9M reactions from patents (1976-2016). Task: Predict the reactants needed to synthesize the given product. (1) Given the product [ClH:31].[CH2:1]([N:8]1[C:12]2=[C:13]([NH:20][CH2:21][C:22]3[CH:23]=[CH:24][C:25]([F:28])=[CH:26][CH:27]=3)[N:14]=[C:15]([C:17]([NH2:19])=[O:18])[CH:16]=[C:11]2[C:10]([CH3:29])=[C:9]1[CH3:30])[C:2]1[CH:3]=[CH:4][CH:5]=[CH:6][CH:7]=1, predict the reactants needed to synthesize it. The reactants are: [CH2:1]([N:8]1[C:12]2=[C:13]([NH:20][CH2:21][C:22]3[CH:27]=[CH:26][C:25]([F:28])=[CH:24][CH:23]=3)[N:14]=[C:15]([C:17]([NH2:19])=[O:18])[CH:16]=[C:11]2[C:10]([CH3:29])=[C:9]1[CH3:30])[C:2]1[CH:7]=[CH:6][CH:5]=[CH:4][CH:3]=1.[ClH:31]. (2) Given the product [C:11]([C:10]1[CH:9]=[C:8]([N:7]([CH2:6][C:2]2[S:1][CH:5]=[CH:4][CH:3]=2)[C:23](=[O:28])[CH2:24][CH2:25][CH2:26][CH3:27])[CH:15]=[CH:14][CH:13]=1)#[N:12], predict the reactants needed to synthesize it. The reactants are: [S:1]1[CH:5]=[CH:4][CH:3]=[C:2]1[CH2:6][NH:7][C:8]1[CH:9]=[C:10]([CH:13]=[CH:14][CH:15]=1)[C:11]#[N:12].CN1CCOCC1.[C:23](Cl)(=[O:28])[CH2:24][CH2:25][CH2:26][CH3:27]. (3) The reactants are: [OH:1][CH2:2][C@H:3]1[CH2:10][N:9]([C:11]([O:13][C:14]([CH3:17])([CH3:16])[CH3:15])=[O:12])[CH2:8][C:5]2([CH2:7][CH2:6]2)[N:4]1[C:18]([O:20][CH2:21][CH:22]1[C:34]2[CH:33]=[CH:32][CH:31]=[CH:30][C:29]=2[C:28]2[C:23]1=[CH:24][CH:25]=[CH:26][CH:27]=2)=[O:19].CC(OI1(OC(C)=O)(OC(C)=O)OC(=O)C2C=CC=CC1=2)=O. Given the product [CH:2]([C@H:3]1[CH2:10][N:9]([C:11]([O:13][C:14]([CH3:17])([CH3:15])[CH3:16])=[O:12])[CH2:8][C:5]2([CH2:6][CH2:7]2)[N:4]1[C:18]([O:20][CH2:21][CH:22]1[C:23]2[CH:24]=[CH:25][CH:26]=[CH:27][C:28]=2[C:29]2[C:34]1=[CH:33][CH:32]=[CH:31][CH:30]=2)=[O:19])=[O:1], predict the reactants needed to synthesize it. (4) Given the product [C:44]([C:48]1[CH:65]=[CH:64][C:51]([CH2:52][N:53]([CH2:54][CH2:55][C:56]2[CH:61]=[CH:60][C:59]([Cl:62])=[C:58]([Cl:63])[CH:57]=2)[C:10]([C:8]2[CH:7]=[CH:6][CH:5]=[C:4]3[C:9]=2[NH:1][CH:2]=[CH:3]3)=[O:12])=[CH:50][CH:49]=1)([CH3:47])([CH3:45])[CH3:46], predict the reactants needed to synthesize it. The reactants are: [NH:1]1[C:9]2[C:4](=[CH:5][CH:6]=[CH:7][C:8]=2[C:10]([OH:12])=O)[CH:3]=[CH:2]1.CN(C(ON1N=NC2C=CC=CC1=2)=[N+](C)C)C.[B-](F)(F)(F)F.C(N(CC)C(C)C)(C)C.[C:44]([C:48]1[CH:65]=[CH:64][C:51]([CH2:52][NH:53][CH2:54][CH2:55][C:56]2[CH:61]=[CH:60][C:59]([Cl:62])=[C:58]([Cl:63])[CH:57]=2)=[CH:50][CH:49]=1)([CH3:47])([CH3:46])[CH3:45].